From a dataset of Full USPTO retrosynthesis dataset with 1.9M reactions from patents (1976-2016). Predict the reactants needed to synthesize the given product. (1) The reactants are: [Br:1][C:2]1[C:3]([OH:14])=[CH:4][C:5]2[C:10]([CH:11]=1)=[CH:9][C:8]([Br:12])=[CH:7][C:6]=2[Cl:13].[CH3:15][C:16]([Si:19](Cl)([CH3:21])[CH3:20])([CH3:18])[CH3:17]. Given the product [C:16]([Si:19]([O:14][C:3]1[C:2]([Br:1])=[CH:11][C:10]2[C:5](=[C:6]([Cl:13])[CH:7]=[C:8]([Br:12])[CH:9]=2)[CH:4]=1)([CH3:21])[CH3:20])([CH3:18])([CH3:17])[CH3:15], predict the reactants needed to synthesize it. (2) Given the product [C:2]1([NH:12][C@@H:13]2[CH2:18][CH2:17][CH2:16][N:15]([C:19]([O:21][C:22]([CH3:25])([CH3:24])[CH3:23])=[O:20])[CH2:14]2)[C:11]2[C:6](=[CH:7][CH:8]=[CH:9][CH:10]=2)[CH:5]=[CH:4][N:3]=1, predict the reactants needed to synthesize it. The reactants are: Cl[C:2]1[C:11]2[C:6](=[CH:7][CH:8]=[CH:9][CH:10]=2)[CH:5]=[CH:4][N:3]=1.[NH2:12][C@@H:13]1[CH2:18][CH2:17][CH2:16][N:15]([C:19]([O:21][C:22]([CH3:25])([CH3:24])[CH3:23])=[O:20])[CH2:14]1.CC([O-])(C)C.[K+].C1C=CC(P(C2C(C3C(P(C4C=CC=CC=4)C4C=CC=CC=4)=CC=C4C=3C=CC=C4)=C3C(C=CC=C3)=CC=2)C2C=CC=CC=2)=CC=1. (3) Given the product [OH:7][CH:3]([CH2:4][O:5][CH3:6])[CH2:2][NH:1][C:8](=[O:17])[O:9][CH2:10][C:11]1[CH:16]=[CH:15][CH:14]=[CH:13][CH:12]=1, predict the reactants needed to synthesize it. The reactants are: [NH2:1][CH2:2][CH:3]([OH:7])[CH2:4][O:5][CH3:6].[C:8](Cl)(=[O:17])[O:9][CH2:10][C:11]1[CH:16]=[CH:15][CH:14]=[CH:13][CH:12]=1.C(N(CC)C(C)C)(C)C.CN(C=O)C. (4) Given the product [CH3:1][C:2]1([CH3:29])[O:3][CH2:4][CH:5]([CH2:8][O:9][C:10]2[C:15]([CH3:16])=[CH:14][N:13]=[C:12]([CH2:17][S:18]([C:19]3[NH:20][C:21]4[CH:27]=[CH:26][CH:25]=[CH:24][C:22]=4[N:23]=3)=[O:51])[C:11]=2[CH3:28])[CH2:6][O:7]1, predict the reactants needed to synthesize it. The reactants are: [CH3:1][C:2]1([CH3:29])[O:7][CH2:6][CH:5]([CH2:8][O:9][C:10]2[C:15]([CH3:16])=[CH:14][N:13]=[C:12]([CH2:17][S:18][C:19]3[NH:23][C:22]4[CH:24]=[CH:25][CH:26]=[CH:27][C:21]=4[N:20]=3)[C:11]=2[CH3:28])[CH2:4][O:3]1.C(N(CC)C(C)C)(C)C.[O-]O.C1(C(C)C)C=CC=CC=1.C(=O)([O-])[OH:51].[Na+].S([O-])([O-])(=O)=S.[Na+].[Na+]. (5) Given the product [C:24]([O:27][CH2:28][C:29]1[C:30]([C:2]2[CH:3]=[C:4]([NH:10][C:11]3[CH:16]=[CH:15][C:14]([CH:17]4[CH2:22][CH2:21][N:20]([CH3:23])[CH2:19][CH2:18]4)=[CH:13][N:12]=3)[C:5](=[O:9])[N:6]([CH3:8])[N:7]=2)=[CH:31][CH:32]=[CH:33][C:34]=1[N:35]1[N:44]=[CH:43][C:42]2[C:37](=[C:38]([F:49])[CH:39]=[C:40]([C:45]([CH3:47])([CH3:46])[CH3:48])[CH:41]=2)[C:36]1=[O:50])(=[O:26])[CH3:25], predict the reactants needed to synthesize it. The reactants are: Cl[C:2]1[CH:3]=[C:4]([NH:10][C:11]2[CH:16]=[CH:15][C:14]([CH:17]3[CH2:22][CH2:21][N:20]([CH3:23])[CH2:19][CH2:18]3)=[CH:13][N:12]=2)[C:5](=[O:9])[N:6]([CH3:8])[N:7]=1.[C:24]([O:27][CH2:28][C:29]1[C:34]([N:35]2[N:44]=[CH:43][C:42]3[C:37](=[C:38]([F:49])[CH:39]=[C:40]([C:45]([CH3:48])([CH3:47])[CH3:46])[CH:41]=3)[C:36]2=[O:50])=[CH:33][CH:32]=[CH:31][C:30]=1[B-](F)(F)F)(=[O:26])[CH3:25].[K+].CC(C1C=C(C(C)C)C(C2C=CC=CC=2P(C2CCCCC2)C2CCCCC2)=C(C(C)C)C=1)C.P([O-])([O-])([O-])=O.[K+].[K+].[K+].